Dataset: Forward reaction prediction with 1.9M reactions from USPTO patents (1976-2016). Task: Predict the product of the given reaction. (1) The product is: [NH2:1][C:2]1[C:7]([Cl:44])=[C:6]([CH2:8][N:9]2[CH2:10][CH2:11][N:12]([C:15]([O:17][C:18]([CH3:21])([CH3:20])[CH3:19])=[O:16])[CH2:13][CH2:14]2)[C:5]([O:22][C:23]([F:25])([F:26])[F:24])=[CH:4][C:3]=1[C:27]([O:29][CH2:30][CH3:31])=[O:28]. Given the reactants [NH2:1][C:2]1[C:3]([C:27]([O:29][CH2:30][CH3:31])=[O:28])=[CH:4][C:5]([O:22][C:23]([F:26])([F:25])[F:24])=[C:6]([CH2:8][N:9]2[CH2:14][CH2:13][N:12]([C:15]([O:17][C:18]([CH3:21])([CH3:20])[CH3:19])=[O:16])[CH2:11][CH2:10]2)[CH:7]=1.NC1C([Cl:44])=C(C=O)C(C(F)(F)F)=CC=1C(OCC)=O, predict the reaction product. (2) The product is: [CH3:4][O:5][C@H:6]([CH3:38])[C@@H:7]([C:34]([OH:36])=[O:35])[NH:8][C:9]([C:11]1[C:20]([NH:21][C:22]([NH:24][C:25]2[C:26]([CH3:33])=[CH:27][C:28]([CH3:32])=[CH:29][C:30]=2[CH3:31])=[O:23])=[CH:19][C:18]2[C:13](=[CH:14][CH:15]=[CH:16][CH:17]=2)[CH:12]=1)=[O:10]. Given the reactants O.[OH-].[Li+].[CH3:4][O:5][C@H:6]([CH3:38])[C@@H:7]([C:34]([O:36]C)=[O:35])[NH:8][C:9]([C:11]1[C:20]([NH:21][C:22]([NH:24][C:25]2[C:30]([CH3:31])=[CH:29][C:28]([CH3:32])=[CH:27][C:26]=2[CH3:33])=[O:23])=[CH:19][C:18]2[C:13](=[CH:14][CH:15]=[CH:16][CH:17]=2)[CH:12]=1)=[O:10].O.Cl, predict the reaction product. (3) Given the reactants F[C:2](F)(F)[C:3]1[N:4]=[C:5]([C:8]2[CH:13]=[CH:12][CH:11]=[CH:10][N:9]=2)[NH:6][CH:7]=1.[NH4+:16].[OH-], predict the reaction product. The product is: [N:9]1[CH:10]=[CH:11][CH:12]=[CH:13][C:8]=1[C:5]1[NH:6][CH:7]=[C:3]([C:2]#[N:16])[N:4]=1. (4) The product is: [CH2:1]([O:3][C:4]([C:6]1[CH:7]=[N:8][C:9]2[C:14]([C:15]=1[NH:24][CH2:23][C:22]1[CH:25]=[CH:26][C:27]([Cl:29])=[CH:28][C:21]=1[Cl:20])=[CH:13][CH:12]=[CH:11][C:10]=2[NH2:17])=[O:5])[CH3:2]. Given the reactants [CH2:1]([O:3][C:4]([C:6]1[CH:7]=[N:8][C:9]2[C:14]([C:15]=1Cl)=[CH:13][CH:12]=[CH:11][C:10]=2[N+:17]([O-])=O)=[O:5])[CH3:2].[Cl:20][C:21]1[CH:28]=[C:27]([Cl:29])[CH:26]=[CH:25][C:22]=1[CH2:23][NH2:24], predict the reaction product. (5) Given the reactants [O:1]=[S:2]1(=[O:19])[CH2:6][CH2:5][CH2:4][N:3]1[C:7]([C:10]1[CH:18]=[CH:17][C:13]([C:14]([OH:16])=O)=[CH:12][CH:11]=1)([CH3:9])[CH3:8].Cl.[CH3:21][C:22]1[C:23]([N:29]2[CH2:34][CH2:33][NH:32][CH2:31][CH2:30]2)=[N:24][CH:25]=[C:26]([CH3:28])[N:27]=1, predict the reaction product. The product is: [CH3:21][C:22]1[C:23]([N:29]2[CH2:30][CH2:31][N:32]([C:14]([C:13]3[CH:12]=[CH:11][C:10]([C:7]([N:3]4[CH2:4][CH2:5][CH2:6][S:2]4(=[O:1])=[O:19])([CH3:8])[CH3:9])=[CH:18][CH:17]=3)=[O:16])[CH2:33][CH2:34]2)=[N:24][CH:25]=[C:26]([CH3:28])[N:27]=1. (6) Given the reactants [Cl:1][C:2]1[C:3]([O:20][CH3:21])=[C:4]([C:8]([CH3:19])([CH3:18])[CH2:9][C:10]([OH:17])([C:13]([F:16])([F:15])[F:14])[CH:11]=O)[CH:5]=[CH:6][CH:7]=1.[NH2:22][C:23]1[CH:32]=[CH:31][CH:30]=[C:29]2[C:24]=1[CH:25]=[N:26][NH:27][C:28]2=[O:33], predict the reaction product. The product is: [Cl:1][C:2]1[C:3]([O:20][CH3:21])=[C:4]2[C:5](=[CH:6][CH:7]=1)[CH:11]([NH:22][C:23]1[CH:32]=[CH:31][CH:30]=[C:29]3[C:24]=1[CH:25]=[N:26][NH:27][C:28]3=[O:33])[C:10]([OH:17])([C:13]([F:16])([F:15])[F:14])[CH2:9][C:8]2([CH3:19])[CH3:18]. (7) Given the reactants Br[C:2]1[CH:7]=[C:6]([C:8]([F:11])([F:10])[F:9])[N+:5]([O-:12])=[C:4]([CH3:13])[CH:3]=1.[Zn](CC)[CH2:15][CH3:16], predict the reaction product. The product is: [CH2:15]([C:2]1[CH:7]=[C:6]([C:8]([F:11])([F:10])[F:9])[N+:5]([O-:12])=[C:4]([CH3:13])[CH:3]=1)[CH3:16]. (8) Given the reactants [C@H:1]1([NH:10][C:11]2[CH:20]=[CH:19][C:18]3[C:13](=[CH:14][CH:15]=[C:16]([NH:21][S:22]([NH:25]C(=O)OC(C)(C)C)(=[O:24])=[O:23])[CH:17]=3)[N:12]=2)[C:9]2[C:4](=[CH:5][CH:6]=[CH:7][CH:8]=2)[CH2:3][CH2:2]1.[ClH:33].CO, predict the reaction product. The product is: [ClH:33].[C@H:1]1([NH:10][C:11]2[CH:20]=[CH:19][C:18]3[C:13](=[CH:14][CH:15]=[C:16]([NH:21][S:22]([NH2:25])(=[O:24])=[O:23])[CH:17]=3)[N:12]=2)[C:9]2[C:4](=[CH:5][CH:6]=[CH:7][CH:8]=2)[CH2:3][CH2:2]1.